Task: Predict which catalyst facilitates the given reaction.. Dataset: Catalyst prediction with 721,799 reactions and 888 catalyst types from USPTO (1) Reactant: [CH3:1][CH2:2][C@@H:3]1[C@@H:8]2[N:9]3[CH2:11][CH2:12][C:13]4[C:17]5[CH:18]=[C:19]([O:22][CH3:23])[CH:20]=[CH:21][C:16]=5[NH:15][C:14]=4[C@:7]2(C(OC)=O)[CH2:6][C@@H:5]([CH2:10]3)[CH2:4]1.C(S)CCCCCCCCCCC.CC(C)([O-])C.[Na+]. Product: [CH3:1][CH2:2][C@@H:3]1[C@@H:8]2[N:9]3[CH2:11][CH2:12][C:13]4[C:17]5[CH:18]=[C:19]([O:22][CH3:23])[CH:20]=[CH:21][C:16]=5[NH:15][C:14]=4[C@@H:7]2[CH2:6][C@@H:5]([CH2:10]3)[CH2:4]1. The catalyst class is: 9. (2) Reactant: [Cl:1][C:2]1[CH:7]=[CH:6][C:5]([C:8]2([OH:21])[CH2:13][CH2:12][N:11]([C:14]([O:16][C:17]([CH3:20])([CH3:19])[CH3:18])=[O:15])[CH2:10][CH2:9]2)=[CH:4][CH:3]=1.[H-].[Na+].[CH3:24]I. Product: [Cl:1][C:2]1[CH:3]=[CH:4][C:5]([C:8]2([O:21][CH3:24])[CH2:9][CH2:10][N:11]([C:14]([O:16][C:17]([CH3:18])([CH3:20])[CH3:19])=[O:15])[CH2:12][CH2:13]2)=[CH:6][CH:7]=1. The catalyst class is: 9.